This data is from Reaction yield outcomes from USPTO patents with 853,638 reactions. The task is: Predict the reaction yield, written as a fraction of the theoretical maximum amount of product (1.0 means a 100% yield; for example, 0.34 means a 34% yield). (1) The reactants are [SH:1][C:2]1[CH:10]=[CH:9][C:5]([C:6]([OH:8])=[O:7])=[CH:4][CH:3]=1.[C:11]([O:15][C:16](=[O:21])[C:17](Br)([CH3:19])[CH3:18])([CH3:14])([CH3:13])[CH3:12].[OH-].[K+]. The catalyst is C(O)C.O. The product is [C:11]([O:15][C:16](=[O:21])[C:17]([S:1][C:2]1[CH:10]=[CH:9][C:5]([C:6]([OH:8])=[O:7])=[CH:4][CH:3]=1)([CH3:19])[CH3:18])([CH3:14])([CH3:13])[CH3:12]. The yield is 0.830. (2) The catalyst is C(Cl)Cl. The product is [ClH:34].[F:1][C:2]1[C:7]([O:8][C:9]2[C:10]([CH3:19])=[N:11][C:12]([S:15]([CH3:18])(=[O:16])=[O:17])=[CH:13][CH:14]=2)=[N:6][CH:5]=[N:4][C:3]=1[O:20][CH:21]1[CH2:26][CH2:25][NH:24][CH2:23][CH2:22]1. The yield is 1.00. The reactants are [F:1][C:2]1[C:3]([O:20][CH:21]2[CH2:26][CH2:25][N:24](C(OC(C)(C)C)=O)[CH2:23][CH2:22]2)=[N:4][CH:5]=[N:6][C:7]=1[O:8][C:9]1[C:10]([CH3:19])=[N:11][C:12]([S:15]([CH3:18])(=[O:17])=[O:16])=[CH:13][CH:14]=1.[ClH:34].O1CCOCC1. (3) The product is [F:10][C:8]1[CH:7]=[CH:6][C:3]([C:4]#[N:5])=[C:2]([N:11]2[CH2:15][CH2:14][CH2:13][C:12]2=[O:16])[CH:9]=1. The catalyst is O1CCOCC1.CC1(C)C2C=CC=C(P(C3C=CC=CC=3)C3C=CC=CC=3)C=2OC2C1=CC=CC=2P(C1C=CC=CC=1)C1C=CC=CC=1. The reactants are Br[C:2]1[CH:9]=[C:8]([F:10])[CH:7]=[CH:6][C:3]=1[C:4]#[N:5].[NH:11]1[CH2:15][CH2:14][CH2:13][C:12]1=[O:16].C([O-])([O-])=O.[Cs+].[Cs+]. The yield is 0.870. (4) The reactants are [CH3:1][O:2][C:3]1[CH:4]=[C:5]2[C:10](=[CH:11][CH:12]=1)[NH:9][C:8](=O)[CH:7]=[N:6]2.COC1C=C2C(N=CC(=O)N2)=CC=1.O=P(Cl)(Cl)[Cl:29]. No catalyst specified. The product is [Cl:29][C:7]1[CH:8]=[N:9][C:10]2[C:5](=[CH:4][C:3]([O:2][CH3:1])=[CH:12][CH:11]=2)[N:6]=1. The yield is 0.446. (5) The reactants are [CH2:1]([N:8]1[C:16]2[CH:15]=CC=[C:12]([C:17]([O-])=O)[C:11]=2[C:10]([CH2:20][CH2:21]N[C@H]2C3CCN(CC3)C2)=[N:9]1)[C:2]1[CH:7]=[CH:6][CH:5]=[CH:4][CH:3]=1.[Li+].[CH:32]([N:35]([CH2:39][CH3:40])[CH:36]([CH3:38])C)([CH3:34])C.[CH3:41]CCP1(OP(CCC)(=O)OP(CCC)(=O)O1)=O.C(=O)(O)[O-].[Na+].[CH3:64][N:65]([CH:67]=[O:68])C. The catalyst is [Cl-].[Na+].O. The product is [CH2:1]([N:8]1[C:16]2=[CH:15][CH:64]=[N:65][C:67](=[O:68])[C:12]3=[C:11]2[C:10]([CH2:20][CH2:21][C@H:17]3[CH:40]2[CH:41]3[CH2:34][CH2:32][N:35]([CH2:36][CH2:38]3)[CH2:39]2)=[N:9]1)[C:2]1[CH:3]=[CH:4][CH:5]=[CH:6][CH:7]=1. The yield is 0.660. (6) The reactants are [CH2:1]([C:5]1[CH:10]=[CH:9][C:8]([C:11]2[O:15][C:14]([C:16]3[CH:32]=[CH:31][C:19]([CH2:20][NH:21][C@@H:22]4[CH2:25][C@H:24]([C:26]([O:28]CC)=[O:27])[CH2:23]4)=[CH:18][CH:17]=3)=[N:13][N:12]=2)=[CH:7][CH:6]=1)[CH:2]([CH3:4])[CH3:3].[OH-].[Na+].[ClH:35]. The catalyst is CO. The product is [ClH:35].[CH2:1]([C:5]1[CH:6]=[CH:7][C:8]([C:11]2[O:15][C:14]([C:16]3[CH:32]=[CH:31][C:19]([CH2:20][NH:21][C@@H:22]4[CH2:25][C@H:24]([C:26]([OH:28])=[O:27])[CH2:23]4)=[CH:18][CH:17]=3)=[N:13][N:12]=2)=[CH:9][CH:10]=1)[CH:2]([CH3:4])[CH3:3]. The yield is 0.610. (7) The reactants are [CH2:1]([O:8][C:9]1[C:14](=[O:15])[CH:13]=[C:12]([CH2:16][NH:17][S:18]([C:21]2[CH:26]=[CH:25][CH:24]=[CH:23][C:22]=2[Cl:27])(=[O:20])=[O:19])[N:11]([CH3:28])[C:10]=1[C:29](O)=[O:30])[C:2]1[CH:7]=[CH:6][CH:5]=[CH:4][CH:3]=1.[CH:32]([NH:35]C(C1N(C)C(CNS(C2C=CC=CC=2)(=O)=O)=CC(=O)C=1OCC1C=CC=CC=1)=O)([CH3:34])[CH3:33]. No catalyst specified. The product is [CH:32]([NH:35][C:29]([C:10]1[N:11]([CH3:28])[C:12]([CH2:16][NH:17][S:18]([C:21]2[CH:26]=[CH:25][CH:24]=[CH:23][C:22]=2[Cl:27])(=[O:19])=[O:20])=[CH:13][C:14](=[O:15])[C:9]=1[O:8][CH2:1][C:2]1[CH:3]=[CH:4][CH:5]=[CH:6][CH:7]=1)=[O:30])([CH3:34])[CH3:33]. The yield is 0.450. (8) The reactants are [H-].[Na+].[C:3]([CH2:5]P(=O)(OCC)OCC)#[N:4].[CH3:14][C:15]1([CH3:24])[CH2:20][C:19]([CH3:22])([CH3:21])[CH2:18][C:17](=O)[CH2:16]1. The catalyst is C1COCC1. The product is [CH3:14][C:15]1([CH3:24])[CH2:20][C:19]([CH3:22])([CH3:21])[CH2:18][C:17](=[CH:5][C:3]#[N:4])[CH2:16]1. The yield is 0.710. (9) The catalyst is C(O[Ti](OC(C)C)(OC(C)C)OC(C)C)(C)C. The product is [Br:38][C:20]1[CH:21]=[CH:22][C:17]([C@@H:15]([N:11]2[CH2:10][CH2:9][C@@:8]([C:5]3[CH:6]=[CH:7][C:2]([F:1])=[CH:3][CH:4]=3)([CH2:31][C:43]3([OH:42])[CH2:40][CH2:39]3)[O:13][C:12]2=[O:14])[CH3:16])=[CH:18][CH:19]=1. The reactants are [F:1][C:2]1[CH:7]=[CH:6][C:5]([C@:8]2([CH2:31]C(OC)=O)[O:13][C:12](=[O:14])[N:11]([C@H:15]([C:17]3[CH:22]=[CH:21][C:20](C4C=CC(=O)N(C)C=4)=[CH:19][CH:18]=3)[CH3:16])[CH2:10][CH2:9]2)=[CH:4][CH:3]=1.C[Mg][Br:38].[CH2:39]1[CH2:43][O:42]C[CH2:40]1. The yield is 0.0200. (10) The reactants are [O:1]1[C:5]2[CH:6]=[CH:7][CH:8]=[CH:9][C:4]=2[N:3]=[C:2]1[C:10]1[CH:19]=[CH:18][C:13]([C:14](OC)=[O:15])=[CH:12][CH:11]=1.CC(C[AlH]CC(C)C)C. The catalyst is C1COCC1. The product is [O:1]1[C:5]2[CH:6]=[CH:7][CH:8]=[CH:9][C:4]=2[N:3]=[C:2]1[C:10]1[CH:19]=[CH:18][C:13]([CH2:14][OH:15])=[CH:12][CH:11]=1. The yield is 0.890.